From a dataset of Forward reaction prediction with 1.9M reactions from USPTO patents (1976-2016). Predict the product of the given reaction. (1) Given the reactants [C:1]1([N:7]2[CH:11]=[CH:10][CH:9]=[C:8]2[C:12]([OH:14])=O)[CH:6]=[CH:5][CH:4]=[CH:3][CH:2]=1.[Cl:15][C:16]1[CH:17]=[C:18]([N:22]2[CH2:27][CH2:26][NH:25][CH2:24][CH2:23]2)[CH:19]=[CH:20][CH:21]=1.C(Cl)(=O)C(Cl)=O, predict the reaction product. The product is: [Cl:15][C:16]1[CH:17]=[C:18]([N:22]2[CH2:27][CH2:26][N:25]([C:12]([C:8]3[N:7]([C:1]4[CH:2]=[CH:3][CH:4]=[CH:5][CH:6]=4)[CH:11]=[CH:10][CH:9]=3)=[O:14])[CH2:24][CH2:23]2)[CH:19]=[CH:20][CH:21]=1. (2) Given the reactants [CH:1]1([N:6]2[C:11]3=[N:12][C:13]([NH:16][C:17]4[CH:22]=[CH:21][C:20]([N:23]5[CH2:28][CH2:27][CH2:26][CH:25]([OH:29])[CH2:24]5)=[CH:19][CH:18]=4)=[N:14][CH:15]=[C:10]3[CH2:9][NH:8][C:7]2=[O:30])[CH2:5][CH2:4][CH2:3][CH2:2]1.CC(C)([O-])C.[K+], predict the reaction product. The product is: [CH:1]1([N:6]2[C:11]3=[N:12][C:13]([NH:16][C:17]4[CH:18]=[CH:19][C:20]([N:23]5[CH2:28][CH2:27][CH2:26][CH:25]([OH:29])[CH2:24]5)=[CH:21][CH:22]=4)=[N:14][CH:15]=[C:10]3[CH:9]=[N:8][C:7]2=[O:30])[CH2:2][CH2:3][CH2:4][CH2:5]1. (3) Given the reactants [OH:1][C:2]1[CH:10]=[C:9]([O:11][CH2:12][CH2:13][NH:14][C:15]2[N:20]=[CH:19][CH:18]=[CH:17][N:16]=2)[CH:8]=[CH:7][C:3]=1[C:4]([OH:6])=[O:5].Cl, predict the reaction product. The product is: [OH:1][C:2]1[CH:10]=[C:9]([O:11][CH2:12][CH2:13][NH:14][C:15]2[NH:20][CH2:19][CH2:18][CH2:17][N:16]=2)[CH:8]=[CH:7][C:3]=1[C:4]([OH:6])=[O:5]. (4) Given the reactants C([NH:5][S:6]([C:9]1[CH:10]=[C:11]([C:15]2[CH:20]=[CH:19][CH:18]=[C:17]([C:21]3[CH2:22][C:23](=[O:36])[NH:24][C:25]4[CH:31]=[C:30]([C:32]([F:35])([F:34])[F:33])[CH:29]=[CH:28][C:26]=4[N:27]=3)[CH:16]=2)[CH:12]=[CH:13][CH:14]=1)(=[O:8])=[O:7])(C)(C)C.C(O)(C(F)(F)F)=O, predict the reaction product. The product is: [O:36]=[C:23]1[CH2:22][C:21]([C:17]2[CH:16]=[C:15]([C:11]3[CH:12]=[CH:13][CH:14]=[C:9]([S:6]([NH2:5])(=[O:7])=[O:8])[CH:10]=3)[CH:20]=[CH:19][CH:18]=2)=[N:27][C:26]2[CH:28]=[CH:29][C:30]([C:32]([F:34])([F:35])[F:33])=[CH:31][C:25]=2[NH:24]1. (5) Given the reactants [CH3:1][O:2][C:3]([C:5]1[CH:10]=[CH:9][C:8]([Br:11])=[CH:7][N:6]=1)=[O:4].C1C=C([Cl:18])C=C(C(OO)=O)C=1.BrC1C=CC(C(OC)=O)=[N+]([O-])C=1.P(Cl)(Cl)(Cl)=O, predict the reaction product. The product is: [CH3:1][O:2][C:3]([C:5]1[CH:10]=[CH:9][C:8]([Br:11])=[C:7]([Cl:18])[N:6]=1)=[O:4]. (6) Given the reactants [F:1][C:2]1[CH:3]=[C:4]([Mg]Br)[CH:5]=[CH:6][CH:7]=1.[N+:10]([C:13]1[C:14]([CH:23]=[O:24])=[CH:15][CH:16]=[C:17]2[C:22]=1[N:21]=[CH:20][CH:19]=[CH:18]2)([O-:12])=[O:11], predict the reaction product. The product is: [F:1][C:2]1[CH:3]=[C:4]([CH:23]([C:14]2[C:13]([N+:10]([O-:12])=[O:11])=[C:22]3[C:17]([CH:18]=[CH:19][CH:20]=[N:21]3)=[CH:16][CH:15]=2)[OH:24])[CH:5]=[CH:6][CH:7]=1. (7) Given the reactants [NH2:1][C:2]1[CH:3]=[C:4]([S:9]([N:12]([CH2:19][CH3:20])[C:13]2[CH:18]=[CH:17][CH:16]=[CH:15][CH:14]=2)(=[O:11])=[O:10])[CH:5]=[CH:6][C:7]=1[Cl:8].[N:21]([C:24]1[CH:31]=[CH:30][CH:29]=[CH:28][C:25]=1[C:26]#[N:27])=[C:22]=[O:23], predict the reaction product. The product is: [Cl:8][C:7]1[CH:6]=[CH:5][C:4]([S:9]([N:12]([CH2:19][CH3:20])[C:13]2[CH:18]=[CH:17][CH:16]=[CH:15][CH:14]=2)(=[O:10])=[O:11])=[CH:3][C:2]=1[NH:1][C:22]([NH:21][C:24]1[CH:31]=[CH:30][CH:29]=[CH:28][C:25]=1[C:26]#[N:27])=[O:23]. (8) Given the reactants [H-].[Na+].[CH2:3]([OH:7])[C:4]#[C:5][CH3:6].Cl[C:9]1[CH:14]=[C:13]([N:15]([CH2:23][CH3:24])[C:16]2[CH:21]=[CH:20][CH:19]=[C:18]([F:22])[CH:17]=2)[N:12]=[CH:11][N:10]=1.[Cl-].[NH4+], predict the reaction product. The product is: [CH2:3]([O:7][C:9]1[N:10]=[CH:11][N:12]=[C:13]([N:15]([CH2:23][CH3:24])[C:16]2[CH:21]=[CH:20][CH:19]=[C:18]([F:22])[CH:17]=2)[CH:14]=1)[C:4]#[C:5][CH3:6]. (9) The product is: [N:35]1([C:2]2[CH:27]=[CH:26][C:5]([C:6]([NH2:8])=[O:7])=[CH:4][N:3]=2)[CH2:40][CH2:39][NH:38][CH2:37][CH2:36]1. Given the reactants Cl[C:2]1[CH:27]=[CH:26][C:5]([C:6]([NH:8]C2C=CC(Cl)=C(NC(=O)C3C=CC=C(Cl)C=3)C=2)=[O:7])=[CH:4][N:3]=1.C([N:35]1[CH2:40][CH2:39][NH:38][CH2:37][CH2:36]1)(OC(C)(C)C)=O.C(O)(C(F)(F)F)=O, predict the reaction product. (10) Given the reactants [NH2:1][C:2]1[N:6]([CH3:7])[C:5](=[O:8])[C:4]([C:18]2[CH:23]=[CH:22][CH:21]=[C:20](Br)[CH:19]=2)([C:9]2[CH:10]=[CH:11][C:12]3[O:16][CH2:15][CH2:14][C:13]=3[CH:17]=2)[N:3]=1.[CH3:25][O:26][C:27]1[CH:28]=[C:29](B(O)O)[CH:30]=[C:31]([O:33][S:34]([CH3:37])(=[O:36])=[O:35])[CH:32]=1.C(=O)([O-])[O-].[K+].[K+], predict the reaction product. The product is: [CH3:37][S:34]([O:33][C:31]1[CH:30]=[C:29]([C:20]2[CH:21]=[CH:22][CH:23]=[C:18]([C:4]3([C:9]4[CH:10]=[CH:11][C:12]5[O:16][CH2:15][CH2:14][C:13]=5[CH:17]=4)[C:5](=[O:8])[N:6]([CH3:7])[C:2]([NH2:1])=[N:3]3)[CH:19]=2)[CH:28]=[C:27]([O:26][CH3:25])[CH:32]=1)(=[O:36])=[O:35].